This data is from Reaction yield outcomes from USPTO patents with 853,638 reactions. The task is: Predict the reaction yield, written as a fraction of the theoretical maximum amount of product (1.0 means a 100% yield; for example, 0.34 means a 34% yield). (1) The reactants are [CH2:1]([OH:9])[CH2:2][CH2:3][CH2:4][CH2:5][CH2:6][CH2:7][CH3:8].CC(C)([O-])C.[K+].F[C:17]1[CH:22]=[CH:21][C:20]([C:23](=[O:25])[CH3:24])=[CH:19][C:18]=1[C:26]([F:29])([F:28])[F:27].C(O)(=O)CC(CC(O)=O)(C(O)=O)O.C(C1C=CC=CC=1)(=O)C. The catalyst is C1COCC1.CCCCCCC. The product is [CH2:1]([O:9][C:17]1[CH:22]=[CH:21][C:20]([C:23](=[O:25])[CH3:24])=[CH:19][C:18]=1[C:26]([F:27])([F:28])[F:29])[CH2:2][CH2:3][CH2:4][CH2:5][CH2:6][CH2:7][CH3:8]. The yield is 0.750. (2) The reactants are [Cl:1][C:2]1[CH:3]=[C:4]([C:8]2[CH:13]=[C:12]([O:14][CH3:15])[CH:11]=[C:10]([F:16])[CH:9]=2)[CH:5]=[CH:6][CH:7]=1.C([Li])CCC.[I:22]I. The catalyst is C1COCC1.S([O-])([O-])(=O)=S.[Na+].[Na+].O. The product is [Cl:1][C:2]1[CH:3]=[C:4]([C:8]2[CH:13]=[C:12]([O:14][CH3:15])[C:11]([I:22])=[C:10]([F:16])[CH:9]=2)[CH:5]=[CH:6][CH:7]=1. The yield is 0.780.